Dataset: Forward reaction prediction with 1.9M reactions from USPTO patents (1976-2016). Task: Predict the product of the given reaction. (1) Given the reactants NC1C=CC(C(OC)=O)=C(Cl)C=1C#C.[NH2:15][C:16]1[C:25]([O:26][CH3:27])=[CH:24][C:19]([C:20]([O:22][CH3:23])=[O:21])=[C:18]([Cl:28])[C:17]=1[C:29]#[C:30][Si](C)(C)C, predict the reaction product. The product is: [NH2:15][C:16]1[C:25]([O:26][CH3:27])=[CH:24][C:19]([C:20]([O:22][CH3:23])=[O:21])=[C:18]([Cl:28])[C:17]=1[C:29]#[CH:30]. (2) Given the reactants [CH3:1][C:2]1[CH:10]=[C:9]2[C:5]([C:6]([C:11]3[N:12]=[C:13]4[C:19]([C:20]([OH:22])=O)=[CH:18][NH:17][C:14]4=[N:15][CH:16]=3)=[N:7][NH:8]2)=[CH:4][CH:3]=1.[CH3:23][N:24]([CH3:30])[CH2:25][C:26]([CH3:29])([NH2:28])[CH3:27].O, predict the reaction product. The product is: [CH3:23][N:24]([CH3:30])[CH2:25][C:26]([NH:28][C:20]([C:19]1[C:13]2[C:14](=[N:15][CH:16]=[C:11]([C:6]3[C:5]4[C:9](=[CH:10][C:2]([CH3:1])=[CH:3][CH:4]=4)[NH:8][N:7]=3)[N:12]=2)[NH:17][CH:18]=1)=[O:22])([CH3:29])[CH3:27]. (3) The product is: [C:8]([C:4]1[CH:3]=[C:2]([O:1][S:24]([C:21]2[CH:22]=[CH:23][C:18]([CH3:28])=[CH:19][CH:20]=2)(=[O:26])=[O:25])[CH:7]=[CH:6][CH:5]=1)(=[O:11])[CH2:9][CH3:10]. Given the reactants [OH:1][C:2]1[CH:3]=[C:4]([C:8](=[O:11])[CH2:9][CH3:10])[CH:5]=[CH:6][CH:7]=1.C(=O)([O-])[O-].[K+].[K+].[C:18]1([CH3:28])[CH:23]=[CH:22][C:21]([S:24](Cl)(=[O:26])=[O:25])=[CH:20][CH:19]=1, predict the reaction product. (4) Given the reactants FC(F)(F)C([NH:5][C:6]1[CH:7]=[C:8]2[C:12](=[CH:13][C:14]=1[N+:15]([O-:17])=[O:16])[N:11]([CH3:18])[C:10](=[O:19])[C:9]12[CH2:21][CH2:20]1)=O.CN(C=O)C.O.C([O-])([O-])=O.[K+].[K+], predict the reaction product. The product is: [NH2:5][C:6]1[CH:7]=[C:8]2[C:12](=[CH:13][C:14]=1[N+:15]([O-:17])=[O:16])[N:11]([CH3:18])[C:10](=[O:19])[C:9]12[CH2:20][CH2:21]1.